This data is from Forward reaction prediction with 1.9M reactions from USPTO patents (1976-2016). The task is: Predict the product of the given reaction. (1) The product is: [CH3:31][CH2:30][O:29][C:24]1[CH:25]=[CH:26][CH:27]=[CH:28][C:23]=1[O:22][CH2:21][CH2:20][NH:19][C@@H:17]([CH2:16][C:10]1[CH:11]=[CH:12][C:13]([O:14][CH3:15])=[C:8]([S:5]([NH2:4])(=[O:7])=[O:6])[CH:9]=1)[CH3:18].[ClH:33]. Given the reactants [B].[BH4-].[Na+].[NH2:4][S:5]([C:8]1[CH:9]=[C:10]([CH2:16][C@H:17]([NH:19][C:20](=O)[CH2:21][O:22][C:23]2[CH:28]=[CH:27][CH:26]=[CH:25][C:24]=2[O:29][CH2:30][CH3:31])[CH3:18])[CH:11]=[CH:12][C:13]=1[O:14][CH3:15])(=[O:7])=[O:6].[ClH:33].[OH-].[Na+], predict the reaction product. (2) Given the reactants [Cl:1][C:2]1[CH:3]=[C:4]([OH:9])[CH:5]=[C:6]([Cl:8])[CH:7]=1.F[C:11]1[CH:18]=[CH:17][C:14]([CH:15]=[O:16])=[CH:13][CH:12]=1.C(=O)([O-])[O-].[Cs+].[Cs+].O, predict the reaction product. The product is: [Cl:1][C:2]1[CH:3]=[C:4]([CH:5]=[C:6]([Cl:8])[CH:7]=1)[O:9][C:11]1[CH:18]=[CH:17][C:14]([CH:15]=[O:16])=[CH:13][CH:12]=1. (3) Given the reactants [C:1]([Cl:6])(=O)[C:2](Cl)=[O:3].[CH2:7]([N:9]1C(=O)C(O)=[C:11]([C:16]2[CH:21]=[CH:20][C:19]([C:22]([F:25])([F:24])[F:23])=[CH:18][CH:17]=2)[S:10]1(=[O:27])=[O:26])[CH3:8].CN(C=O)C, predict the reaction product. The product is: [Cl:6][C:1]1[C:2](=[O:3])[N:9]([CH2:7][CH3:8])[S:10](=[O:27])(=[O:26])[C:11]=1[C:16]1[CH:21]=[CH:20][C:19]([C:22]([F:23])([F:24])[F:25])=[CH:18][CH:17]=1. (4) Given the reactants [CH3:1][C@H:2]1[CH2:8][N:7]([C:9]2[CH:14]=[CH:13][CH:12]=[CH:11][CH:10]=2)[CH2:6][C:5]2[CH:15]=[CH:16][C:17]([C:19]([O:21]C)=O)=[CH:18][C:4]=2[O:3]1.[OH-:23].[Na+].[NH2:25]O, predict the reaction product. The product is: [OH:23][NH:25][C:19]([C:17]1[CH:16]=[CH:15][C:5]2[CH2:6][N:7]([C:9]3[CH:14]=[CH:13][CH:12]=[CH:11][CH:10]=3)[CH2:8][C@H:2]([CH3:1])[O:3][C:4]=2[CH:18]=1)=[O:21]. (5) Given the reactants [C:1](Cl)(=O)C(Cl)=O.[CH3:7][CH:8]1[CH2:13][CH2:12][CH2:11][CH2:10][N:9]1[C:14]1[CH:22]=[CH:21][C:17]([C:18]([OH:20])=O)=[CH:16][N:15]=1.[F:23][C:24]1[CH:25]=[CH:26][C:27]([O:34][CH3:35])=[C:28]([C:30](=[N:32]O)[NH2:31])[CH:29]=1.CCN(C(C)C)C(C)C, predict the reaction product. The product is: [F:23][C:24]1[CH:25]=[CH:26][C:27]([O:34][CH3:35])=[C:28]([C:30]2[N:32]=[C:18]([C:17]3[CH:21]=[C:22]([CH3:1])[C:14]([N:9]4[CH2:10][CH2:11][CH2:12][CH2:13][CH:8]4[CH3:7])=[N:15][CH:16]=3)[O:20][N:31]=2)[CH:29]=1.